The task is: Predict the reaction yield, written as a fraction of the theoretical maximum amount of product (1.0 means a 100% yield; for example, 0.34 means a 34% yield).. This data is from Reaction yield outcomes from USPTO patents with 853,638 reactions. (1) The reactants are [F:1][C:2]1[CH:3]=[C:4]([CH2:9][C:10]([NH:12][C@H:13]([C:15]([NH:17][C@@H:18]2[C:24](=[O:25])[NH:23][C:22]3[CH:26]=[CH:27][CH:28]=[CH:29][C:21]=3[S:20][C@@H:19]2[C:30]2[CH:35]=[C:34]([F:36])[CH:33]=[C:32]([F:37])[CH:31]=2)=[O:16])[CH3:14])=[O:11])[CH:5]=[C:6]([F:8])[CH:7]=1.[H-].[Na+].[CH3:40]I. The catalyst is CN(C=O)C. The product is [F:1][C:2]1[CH:3]=[C:4]([CH2:9][C:10]([NH:12][C@H:13]([C:15]([NH:17][C@@H:18]2[C:24](=[O:25])[N:23]([CH3:40])[C:22]3[CH:26]=[CH:27][CH:28]=[CH:29][C:21]=3[S:20][C@@H:19]2[C:30]2[CH:31]=[C:32]([F:37])[CH:33]=[C:34]([F:36])[CH:35]=2)=[O:16])[CH3:14])=[O:11])[CH:5]=[C:6]([F:8])[CH:7]=1. The yield is 0.800. (2) The reactants are Br[C:2]1[CH:17]=[CH:16][C:5]([O:6][CH:7]2[CH2:15][C:14]3[C:9](=[CH:10][CH:11]=[CH:12][CH:13]=3)[CH2:8]2)=[CH:4][CH:3]=1.C(=O)([O-])O.[Na+].[C:23]([O:27][CH3:28])(=[O:26])[CH:24]=[CH2:25]. The catalyst is CN(C)C=O.[Cl-].C([N+](CCCC)(CCCC)CCCC)CCC.C([O-])(=O)C.[Pd+2].C([O-])(=O)C. The product is [CH2:8]1[C:9]2[C:14](=[CH:13][CH:12]=[CH:11][CH:10]=2)[CH2:15][CH:7]1[O:6][C:5]1[CH:16]=[CH:17][C:2](/[CH:25]=[CH:24]/[C:23]([O:27][CH3:28])=[O:26])=[CH:3][CH:4]=1. The yield is 0.690.